This data is from Reaction yield outcomes from USPTO patents with 853,638 reactions. The task is: Predict the reaction yield, written as a fraction of the theoretical maximum amount of product (1.0 means a 100% yield; for example, 0.34 means a 34% yield). (1) The reactants are [OH:1][C:2]1[CH:3]=[C:4]2[C:9](=[CH:10][CH:11]=1)[CH:8]=[C:7]([CH2:12][N:13]1[CH2:16][CH:15]([C:17]([O:19][CH3:20])=[O:18])[CH2:14]1)[CH:6]=[CH:5]2.[F:21][C:22]([F:31])([F:30])[CH:23]1[CH2:28][CH2:27][CH:26](O)[CH2:25][CH2:24]1.C1C=CC(P(C2C=CC=CC=2)C2C=CC=CC=2)=CC=1.CC(OC(/N=N/C(OC(C)C)=O)=O)C. The catalyst is C1(C)C=CC=CC=1. The product is [F:21][C:22]([F:31])([F:30])[CH:23]1[CH2:28][CH2:27][CH:26]([O:1][C:2]2[CH:3]=[C:4]3[C:9](=[CH:10][CH:11]=2)[CH:8]=[C:7]([CH2:12][N:13]2[CH2:16][CH:15]([C:17]([O:19][CH3:20])=[O:18])[CH2:14]2)[CH:6]=[CH:5]3)[CH2:25][CH2:24]1. The yield is 0.280. (2) The reactants are [CH3:1][S:2](Cl)(=[O:4])=[O:3].[CH3:6][O:7][C:8](=[O:37])[C:9]1[CH:14]=[C:13]([NH2:15])[CH:12]=[C:11]([N:16]2[C:20]([CH3:21])=[CH:19][CH:18]=[C:17]2[C:22]2[CH:27]=[C:26]([Cl:28])[CH:25]=[CH:24][C:23]=2[O:29][CH2:30][C:31]2[CH:36]=[CH:35][CH:34]=[CH:33][CH:32]=2)[CH:10]=1. The catalyst is CN(C1C=CN=CC=1)C.C(Cl)Cl.N1C=CC=CC=1.C(Cl)Cl. The product is [CH3:6][O:7][C:8](=[O:37])[C:9]1[CH:14]=[C:13]([NH:15][S:2]([CH3:1])(=[O:4])=[O:3])[CH:12]=[C:11]([N:16]2[C:20]([CH3:21])=[CH:19][CH:18]=[C:17]2[C:22]2[CH:27]=[C:26]([Cl:28])[CH:25]=[CH:24][C:23]=2[O:29][CH2:30][C:31]2[CH:36]=[CH:35][CH:34]=[CH:33][CH:32]=2)[CH:10]=1. The yield is 0.810. (3) The reactants are [CH:1]([O:4][C:5]1[CH:14]=[C:13]([C:15]([F:18])([F:17])[F:16])[C:12]2[C:7](=[CH:8][CH:9]=[C:10]3[NH:22][C@H:21]([CH:23]([CH3:25])[CH3:24])[CH2:20][O:19][C:11]3=2)[N:6]=1)([CH3:3])[CH3:2].[BH4-].[Na+].F[CH:29](F)[C:30](O)=O. No catalyst specified. The product is [CH2:29]([N:22]1[C:10]2[C:11](=[C:12]3[C:7](=[CH:8][CH:9]=2)[N:6]=[C:5]([O:4][CH:1]([CH3:3])[CH3:2])[CH:14]=[C:13]3[C:15]([F:18])([F:17])[F:16])[O:19][CH2:20][C@H:21]1[CH:23]([CH3:25])[CH3:24])[CH3:30]. The yield is 0.790. (4) The reactants are Cl[C:2]1[CH:7]=[C:6]([Cl:8])[N:5]=[C:4]([N:9]2[C:13]([CH3:14])=[CH:12][C:11]([CH3:15])=[N:10]2)[N:3]=1.[Cl:16][C:17]1[CH:23]=[CH:22][C:20]([NH2:21])=[CH:19][CH:18]=1.Cl. The catalyst is O.C(O)C. The product is [Cl:8][C:6]1[N:5]=[C:4]([N:9]2[C:13]([CH3:14])=[CH:12][C:11]([CH3:15])=[N:10]2)[N:3]=[C:2]([NH:21][C:20]2[CH:22]=[CH:23][C:17]([Cl:16])=[CH:18][CH:19]=2)[CH:7]=1. The yield is 0.990.